This data is from Catalyst prediction with 721,799 reactions and 888 catalyst types from USPTO. The task is: Predict which catalyst facilitates the given reaction. (1) Reactant: Cl[C:2]1[N:3]=[N+:4]([O-:12])[C:5]2[CH:11]=[CH:10][CH:9]=[CH:8][C:6]=2[N:7]=1.[C:13]1(B(O)O)[CH:18]=[CH:17][CH:16]=[CH:15][CH:14]=1.C([O-])([O-])=O.[Cs+].[Cs+]. Product: [C:13]1([C:2]2[N:3]=[N+:4]([O-:12])[C:5]3[CH:11]=[CH:10][CH:9]=[CH:8][C:6]=3[N:7]=2)[CH:18]=[CH:17][CH:16]=[CH:15][CH:14]=1. The catalyst class is: 108. (2) The catalyst class is: 4. Product: [C:1]([C:4]1[CH:9]=[CH:8][CH:7]=[CH:6][C:5]=1[C:10]1[CH:11]=[C:12]2[C:17](=[C:18]([OH:20])[CH:19]=1)[N:16]=[CH:15][NH:14][C:13]2=[O:37])(=[O:3])[CH3:2]. Reactant: [C:1]([C:4]1[CH:9]=[CH:8][CH:7]=[CH:6][C:5]=1[C:10]1[CH:11]=[C:12]2[C:17](=[C:18]([O:20]COCC[Si](C)(C)C)[CH:19]=1)[N:16]=[CH:15][N:14](COCC[Si](C)(C)C)[C:13]2=[O:37])(=[O:3])[CH3:2].FC(F)(F)C(O)=O. (3) Reactant: [Sn](Cl)Cl.[Cl:4][C:5]1[CH:14]=[C:13]([O:15][CH3:16])[C:12]([N+:17]([O-])=O)=[CH:11][C:6]=1[C:7]([O:9][CH3:10])=[O:8]. Product: [NH2:17][C:12]1[C:13]([O:15][CH3:16])=[CH:14][C:5]([Cl:4])=[C:6]([CH:11]=1)[C:7]([O:9][CH3:10])=[O:8]. The catalyst class is: 5. (4) Reactant: [CH3:1][O:2][C:3](=[O:15])[CH2:4][C:5]1[C:13]2[C:8](=[N:9][CH:10]=[CH:11][CH:12]=2)[NH:7][C:6]=1[CH3:14].CCN(P1(N(C)CCCN1C)=NC(C)(C)C)CC.[CH3:34][S:35]([C:38]1[CH:45]=[CH:44][C:41]([CH2:42]Br)=[CH:40][CH:39]=1)(=[O:37])=[O:36]. Product: [CH3:1][O:2][C:3](=[O:15])[CH2:4][C:5]1[C:13]2[C:8](=[N:9][CH:10]=[CH:11][CH:12]=2)[N:7]([CH2:42][C:41]2[CH:40]=[CH:39][C:38]([S:35]([CH3:34])(=[O:37])=[O:36])=[CH:45][CH:44]=2)[C:6]=1[CH3:14]. The catalyst class is: 3. (5) Reactant: Br[C:2]1[CH:3]=[N:4][N:5]([CH3:7])[CH:6]=1.[CH3:8][C:9]1([CH3:25])[C:13]([CH3:15])([CH3:14])[O:12][B:11]([B:11]2[O:12][C:13]([CH3:15])([CH3:14])[C:9]([CH3:25])([CH3:8])[O:10]2)[O:10]1.CC([O-])=O.[K+]. Product: [CH3:7][N:5]1[CH:6]=[C:2]([B:11]2[O:12][C:13]([CH3:15])([CH3:14])[C:9]([CH3:25])([CH3:8])[O:10]2)[CH:3]=[N:4]1. The catalyst class is: 75.